The task is: Predict which catalyst facilitates the given reaction.. This data is from Catalyst prediction with 721,799 reactions and 888 catalyst types from USPTO. (1) Reactant: [Cl:1][C:2]1[C:7]([O:8][CH3:9])=[CH:6][C:5]([O:10][CH3:11])=[C:4]([Cl:12])[C:3]=1[N:13]=[C:14]=[O:15].[CH2:16]([N:18]1[CH2:23][CH2:22][N:21]([C:24]2[CH:29]=[CH:28][C:27]([NH:30][C:31]3[CH:36]=[C:35]([NH2:37])[N:34]=[CH:33][N:32]=3)=[CH:26][CH:25]=2)[CH2:20][CH2:19]1)[CH3:17]. Product: [Cl:1][C:2]1[C:7]([O:8][CH3:9])=[CH:6][C:5]([O:10][CH3:11])=[C:4]([Cl:12])[C:3]=1[NH:13][C:14]([NH:37][C:35]1[CH:36]=[C:31]([NH:30][C:27]2[CH:28]=[CH:29][C:24]([N:21]3[CH2:22][CH2:23][N:18]([CH2:16][CH3:17])[CH2:19][CH2:20]3)=[CH:25][CH:26]=2)[N:32]=[CH:33][N:34]=1)=[O:15]. The catalyst class is: 37. (2) Product: [OH:5][CH2:4][CH2:3][N:2]([CH3:1])[CH2:16][CH2:17][CH2:18][CH2:19][CH2:20][CH2:21][CH2:22][C:23]([NH:25][C:26]1[CH:38]=[CH:37][C:29]([C:30]([O:32][C:33]([CH3:36])([CH3:35])[CH3:34])=[O:31])=[CH:28][CH:27]=1)=[O:24]. Reactant: [CH3:1][NH:2][CH2:3][CH2:4][OH:5].C(N(CC)C(C)C)(C)C.Br[CH2:16][CH2:17][CH2:18][CH2:19][CH2:20][CH2:21][CH2:22][C:23]([NH:25][C:26]1[CH:38]=[CH:37][C:29]([C:30]([O:32][C:33]([CH3:36])([CH3:35])[CH3:34])=[O:31])=[CH:28][CH:27]=1)=[O:24]. The catalyst class is: 9.